Dataset: NCI-60 drug combinations with 297,098 pairs across 59 cell lines. Task: Regression. Given two drug SMILES strings and cell line genomic features, predict the synergy score measuring deviation from expected non-interaction effect. Drug 1: CC1C(C(CC(O1)OC2CC(CC3=C2C(=C4C(=C3O)C(=O)C5=C(C4=O)C(=CC=C5)OC)O)(C(=O)C)O)N)O.Cl. Drug 2: C1=NC2=C(N1)C(=S)N=CN2. Cell line: RXF 393. Synergy scores: CSS=10.8, Synergy_ZIP=-10.3, Synergy_Bliss=-12.6, Synergy_Loewe=-15.3, Synergy_HSA=-10.6.